Dataset: Forward reaction prediction with 1.9M reactions from USPTO patents (1976-2016). Task: Predict the product of the given reaction. (1) Given the reactants Cl[C:2]1[NH:3][CH2:4][N:5]=[C:6]2[C:11]=1[CH:10]=[C:9]([N+:12]([O-:14])=[O:13])[C:8]([F:15])=[CH:7]2.C([O-])([O-])=O.[K+].[K+], predict the reaction product. The product is: [NH:5]([C:2]1[C:11]2[C:6](=[CH:7][C:8]([F:15])=[C:9]([N+:12]([O-:14])=[O:13])[CH:10]=2)[N:5]=[CH:4][N:3]=1)[C:6]1[CH:11]=[CH:10][CH:9]=[CH:8][CH:7]=1. (2) Given the reactants [NH:1]1[C:9]2[C:4](=[CH:5][CH:6]=[CH:7][CH:8]=2)[C:3]([C:10]2[NH:15][C:14](=[S:16])[NH:13][C:12](=[O:17])[C:11]=2[C:18]#[N:19])=[CH:2]1.Br[CH2:21][C:22]1[CH:23]=[C:24]([NH:28][C:29](=[O:38])[C:30]2[CH:35]=[CH:34][C:33]([Cl:36])=[C:32]([Cl:37])[CH:31]=2)[CH:25]=[CH:26][CH:27]=1.C(N(C(C)C)CC)(C)C, predict the reaction product. The product is: [Cl:37][C:32]1[CH:31]=[C:30]([CH:35]=[CH:34][C:33]=1[Cl:36])[C:29]([NH:28][C:24]1[CH:25]=[CH:26][CH:27]=[C:22]([CH2:21][S:16][C:14]2[NH:13][C:12](=[O:17])[C:11]([C:18]#[N:19])=[C:10]([C:3]3[C:4]4[C:9](=[CH:8][CH:7]=[CH:6][CH:5]=4)[NH:1][CH:2]=3)[N:15]=2)[CH:23]=1)=[O:38]. (3) Given the reactants C[O:2][C:3](=[O:38])[C@@H:4]([NH:15][C:16](=[O:37])[C:17]1[CH:22]=[CH:21][C:20]([I:23])=[CH:19][C:18]=1[NH:24][S:25]([C:28]1[C:33]2=[N:34][S:35][N:36]=[C:32]2[CH:31]=[CH:30][CH:29]=1)(=[O:27])=[O:26])[C:5]([C:8]1[CH:13]=[CH:12][C:11]([Cl:14])=[CH:10][CH:9]=1)([CH3:7])[CH3:6].N1SN=C2C(S(NC3C=C(I)C=CC=3C(O)=O)(=O)=O)=CC=CC=12.COC(=O)[C@@H](N)C(C1C=CC(Cl)=CC=1)(C)C, predict the reaction product. The product is: [N:36]1[S:35][N:34]=[C:33]2[C:28]([S:25]([NH:24][C:18]3[CH:19]=[C:20]([I:23])[CH:21]=[CH:22][C:17]=3[C:16]([NH:15][C@@H:4]([C:5]([C:8]3[CH:9]=[CH:10][C:11]([Cl:14])=[CH:12][CH:13]=3)([CH3:7])[CH3:6])[C:3]([OH:38])=[O:2])=[O:37])(=[O:27])=[O:26])=[CH:29][CH:30]=[CH:31][C:32]=12. (4) Given the reactants [NH2:1][C@H:2]([C:6](OCC1N(CCCCNS(C)(=O)=O)C2C3C=CC=CC=3N=C(N)C=2N=1)=[O:7])[CH:3]([CH3:5])[CH3:4].[NH2:33][C:34]1[C:43]2[N:44]=[C:45]([CH2:52][OH:53])[N:46]([CH2:47][C:48]([CH3:51])([OH:50])[CH3:49])[C:42]=2[C:41]2[CH:40]=[CH:39][CH:38]=[CH:37][C:36]=2[N:35]=1.NC1C2N=C(CO)N(CCCCNS(C)(=O)=O)C=2C2C=CC=CC=2N=1, predict the reaction product. The product is: [NH2:1][C@H:2]([C:6]([O:53][CH2:52][C:45]1[N:46]([CH2:47][C:48]([OH:50])([CH3:49])[CH3:51])[C:42]2[C:41]3[CH:40]=[CH:39][CH:38]=[CH:37][C:36]=3[N:35]=[C:34]([NH2:33])[C:43]=2[N:44]=1)=[O:7])[CH:3]([CH3:5])[CH3:4]. (5) The product is: [CH3:14][C:12]([O:11][C:9]([N:8]1[C@H:3]([CH2:1][CH3:2])[CH2:4][O:5][C@H:6]([C:16]([OH:31])=[O:17])[CH2:7]1)=[O:10])([CH3:13])[CH3:15]. Given the reactants [CH2:1]([C@H:3]1[N:8]([C:9]([O:11][C:12]([CH3:15])([CH3:14])[CH3:13])=[O:10])[CH2:7][C@@H:6]([CH2:16][OH:17])[O:5][CH2:4]1)[CH3:2].CC1(C)N([O])C(C)(C)CCC1.C(OI(C1C=CC=CC=1)OC(=O)C)(=[O:31])C, predict the reaction product. (6) Given the reactants [F:1][C:2]1[CH:3]=[C:4]([OH:8])[CH:5]=[CH:6][CH:7]=1.Br[CH2:10][C:11]([O:13]CC)=[O:12].C([O-])([O-])=O.[K+].[K+].[OH-].[Na+].Cl, predict the reaction product. The product is: [F:1][C:2]1[CH:3]=[C:4]([CH:5]=[CH:6][CH:7]=1)[O:8][CH2:10][C:11]([OH:13])=[O:12]. (7) Given the reactants [OH:1][C:2]1[CH:31]=[CH:30][C:5]([C:6]([NH:8][CH2:9][C:10]2[CH:29]=[CH:28][C:13]3[NH:14][C:15]([C:17]4([C:22]5[CH:27]=[CH:26][CH:25]=[CH:24][CH:23]=5)OCC[O:18]4)=[N:16][C:12]=3[CH:11]=2)=[O:7])=[CH:4][CH:3]=1.C([O-])(O)=O.[Na+], predict the reaction product. The product is: [C:17]([C:15]1[NH:14][C:13]2[CH:28]=[CH:29][C:10]([CH2:9][NH:8][C:6](=[O:7])[C:5]3[CH:4]=[CH:3][C:2]([OH:1])=[CH:31][CH:30]=3)=[CH:11][C:12]=2[N:16]=1)(=[O:18])[C:22]1[CH:27]=[CH:26][CH:25]=[CH:24][CH:23]=1. (8) The product is: [CH3:25][CH:26]1[N:31]([CH2:2][C:3]2[N:7]([C:8]3[CH:13]=[CH:12][CH:11]=[C:10]([C:14]([F:17])([F:16])[F:15])[CH:9]=3)[N:6]=[N:5][N:4]=2)[CH2:30][CH2:29][NH:28][C:27]1=[O:32]. Given the reactants Cl[CH2:2][C:3]1[N:7]([C:8]2[CH:13]=[CH:12][CH:11]=[C:10]([C:14]([F:17])([F:16])[F:15])[CH:9]=2)[N:6]=[N:5][N:4]=1.C(N(CC)CC)C.[CH3:25][CH:26]1[NH:31][CH2:30][CH2:29][NH:28][C:27]1=[O:32], predict the reaction product. (9) Given the reactants [O:1]1[CH2:6][CH2:5][N:4]([C:7]2[CH:8]=[C:9]([C:18]3[O:22][N:21]=[C:20]([C:23]4[CH:31]=[CH:30][C:29]5[NH:28][C:27]6[CH:32]([CH2:35][C:36]([O:38]CC)=[O:37])[CH2:33][CH2:34][C:26]=6[C:25]=5[CH:24]=4)[N:19]=3)[CH:10]=[C:11]([O:13][C:14]([F:17])([F:16])[F:15])[CH:12]=2)[CH2:3][CH2:2]1.[OH-].[Na+], predict the reaction product. The product is: [O:1]1[CH2:6][CH2:5][N:4]([C:7]2[CH:8]=[C:9]([C:18]3[O:22][N:21]=[C:20]([C:23]4[CH:31]=[CH:30][C:29]5[NH:28][C:27]6[CH:32]([CH2:35][C:36]([OH:38])=[O:37])[CH2:33][CH2:34][C:26]=6[C:25]=5[CH:24]=4)[N:19]=3)[CH:10]=[C:11]([O:13][C:14]([F:16])([F:15])[F:17])[CH:12]=2)[CH2:3][CH2:2]1.